From a dataset of Full USPTO retrosynthesis dataset with 1.9M reactions from patents (1976-2016). Predict the reactants needed to synthesize the given product. (1) The reactants are: Cl.C(N=C=NCCCN(C)C)C.[C:13]1([NH:19][CH2:20][CH2:21][C:22]([O:24][CH3:25])=[O:23])[CH:18]=[CH:17][CH:16]=[CH:15][CH:14]=1.[CH3:26][C:27]1[CH:58]=[CH:57][CH:56]=[C:55]([CH3:59])[C:28]=1[O:29][C:30]1[CH:31]=[C:32]([CH:36]=[CH:37][C:38]=1[C:39]1[C:40]2[CH:49]=[C:48]([C:50](=[O:54])[NH:51][CH2:52][CH3:53])[NH:47][C:41]=2[C:42](=[O:46])[N:43]([CH3:45])[CH:44]=1)[C:33](O)=[O:34]. Given the product [CH3:59][C:55]1[CH:56]=[CH:57][CH:58]=[C:27]([CH3:26])[C:28]=1[O:29][C:30]1[CH:31]=[C:32]([CH:36]=[CH:37][C:38]=1[C:39]1[C:40]2[CH:49]=[C:48]([C:50](=[O:54])[NH:51][CH2:52][CH3:53])[NH:47][C:41]=2[C:42](=[O:46])[N:43]([CH3:45])[CH:44]=1)[C:33]([N:19]([C:13]1[CH:18]=[CH:17][CH:16]=[CH:15][CH:14]=1)[CH2:20][CH2:21][C:22]([O:24][CH3:25])=[O:23])=[O:34], predict the reactants needed to synthesize it. (2) Given the product [CH3:32][O:33][CH2:34][CH2:35][N:36]([CH2:37][CH2:38][O:39][CH3:40])[C:20]1[S:21][C:17](=[CH:16][C:12]2[CH:11]=[C:10]3[C:15](=[CH:14][CH:13]=2)[N:7]([CH2:6][C:5]2[CH:26]=[CH:27][C:2]([Cl:1])=[CH:3][C:4]=2[C:28]([F:30])([F:31])[F:29])[N:8]=[CH:9]3)[C:18](=[O:25])[N:19]=1, predict the reactants needed to synthesize it. The reactants are: [Cl:1][C:2]1[CH:27]=[CH:26][C:5]([CH2:6][N:7]2[C:15]3[C:10](=[CH:11][C:12]([CH:16]=[C:17]4[S:21][CH:20](SCC)[NH:19][C:18]4=[O:25])=[CH:13][CH:14]=3)[CH:9]=[N:8]2)=[C:4]([C:28]([F:31])([F:30])[F:29])[CH:3]=1.[CH3:32][O:33][CH2:34][CH2:35][NH:36][CH2:37][CH2:38][O:39][CH3:40]. (3) Given the product [CH:5]1([C:14]([O:16][CH3:17])=[O:15])[C:13]2[C:8](=[CH:9][CH:10]=[CH:11][CH:12]=2)[CH2:7][CH2:6]1, predict the reactants needed to synthesize it. The reactants are: S(Cl)(Cl)=O.[CH:5]1([C:14]([OH:16])=[O:15])[C:13]2[C:8](=[CH:9][CH:10]=[CH:11][CH:12]=2)[CH2:7][CH2:6]1.[CH3:17]O.